From a dataset of Reaction yield outcomes from USPTO patents with 853,638 reactions. Predict the reaction yield, written as a fraction of the theoretical maximum amount of product (1.0 means a 100% yield; for example, 0.34 means a 34% yield). (1) The reactants are [CH3:1][C@H:2]1[C:13](=[O:14])[O:12][CH2:11][C@@H:10]([C:15]2[CH:20]=[CH:19][CH:18]=[CH:17][CH:16]=2)[NH:9][C:8](=[O:21])[CH2:7][CH2:6][CH:5]=[CH:4][CH2:3]1. The catalyst is CO.[Pd]. The product is [CH3:1][C@H:2]1[C:13](=[O:14])[O:12][CH2:11][C@@H:10]([C:15]2[CH:20]=[CH:19][CH:18]=[CH:17][CH:16]=2)[NH:9][C:8](=[O:21])[CH2:7][CH2:6][CH2:5][CH2:4][CH2:3]1. The yield is 0.640. (2) The reactants are Br[CH2:2][C:3]([C:5]1[CH:10]=[CH:9][C:8]([OH:11])=[CH:7][CH:6]=1)=[O:4].[CH2:12]([C:19]1([OH:26])[CH2:25][C:21]2([CH2:24][NH:23][CH2:22]2)[CH2:20]1)[C:13]1[CH:18]=[CH:17][CH:16]=[CH:15][CH:14]=1.C(=O)([O-])[O-].[K+].[K+]. The catalyst is CN(C)C=O. The product is [CH2:12]([C:19]1([OH:26])[CH2:25][C:21]2([CH2:24][N:23]([CH2:2][C:3]([C:5]3[CH:10]=[CH:9][C:8]([OH:11])=[CH:7][CH:6]=3)=[O:4])[CH2:22]2)[CH2:20]1)[C:13]1[CH:14]=[CH:15][CH:16]=[CH:17][CH:18]=1. The yield is 0.200. (3) The reactants are [Cl:1][C:2]1[CH:3]=[C:4]([CH:7]=[C:8]([Cl:21])[C:9]=1[NH:10][C:11]1[S:12][C:13]2[N:14]=[CH:15][N:16]=[C:17](Cl)[C:18]=2[N:19]=1)[C:5]#[N:6].[F:22][C:23]([F:32])([F:31])[C:24]1[CH:29]=[CH:28][C:27]([NH2:30])=[CH:26][CH:25]=1.C1(C)C=CC(S(O)(=O)=[O:40])=CC=1. The catalyst is C1(C)C=CC=CC=1. The product is [Cl:1][C:2]1[CH:3]=[C:4]([CH:7]=[C:8]([Cl:21])[C:9]=1[NH:10][C:11]1[S:12][C:13]2[N:14]=[CH:15][N:16]=[C:17]([NH:30][C:27]3[CH:28]=[CH:29][C:24]([C:23]([F:22])([F:31])[F:32])=[CH:25][CH:26]=3)[C:18]=2[N:19]=1)[C:5]#[N:6].[Cl:1][C:2]1[CH:3]=[C:4]([CH:7]=[C:8]([Cl:21])[C:9]=1[NH:10][C:11]1[S:12][C:13]2[N:14]=[CH:15][N:16]=[C:17]([NH:30][C:27]3[CH:26]=[CH:25][C:24]([C:23]([F:31])([F:32])[F:22])=[CH:29][CH:28]=3)[C:18]=2[N:19]=1)[C:5]([NH2:6])=[O:40]. The yield is 0.630.